From a dataset of Catalyst prediction with 721,799 reactions and 888 catalyst types from USPTO. Predict which catalyst facilitates the given reaction. (1) Reactant: [N:1]1([CH2:7][C:8]2[CH:9]=[C:10]([C:14]3[CH:19]=[CH:18][N:17]=[C:16]4[N:20]=[C:21]([C:23]5[CH:32]=[CH:31][C:26]([C:27]([O:29]C)=[O:28])=[CH:25][CH:24]=5)[NH:22][C:15]=34)[CH:11]=[CH:12][CH:13]=2)[CH2:6][CH2:5][O:4][CH2:3][CH2:2]1. Product: [N:1]1([CH2:7][C:8]2[CH:9]=[C:10]([C:14]3[CH:19]=[CH:18][N:17]=[C:16]4[N:20]=[C:21]([C:23]5[CH:32]=[CH:31][C:26]([C:27]([OH:29])=[O:28])=[CH:25][CH:24]=5)[NH:22][C:15]=34)[CH:11]=[CH:12][CH:13]=2)[CH2:6][CH2:5][O:4][CH2:3][CH2:2]1. The catalyst class is: 38. (2) Product: [NH:1]1[CH:5]=[N:4][C:3]([C:6]2[CH:7]=[C:8]3[C:12](=[CH:13][CH:14]=2)[NH:11][N:10]=[C:9]3[C:31]2[CH:30]=[C:29]([C:32]([NH:34][CH2:51][CH2:43][O:42][CH3:41])=[O:33])[CH:28]=[CH:27][CH:26]=2)=[N:2]1. The catalyst class is: 6. Reactant: [NH:1]1[CH:5]=[N:4][C:3]([C:6]2[CH:7]=[C:8]3[C:12](=[CH:13][CH:14]=2)[N:11](C2CCCCO2)[N:10]=[C:9]3Br)=[N:2]1.BrC1[C:31]2[C:26](=[CH:27][CH:28]=[C:29]([C:32]([NH2:34])=[O:33])[CH:30]=2)N(C2CCCCO2)N=1.[CH3:41][O:42][CH:43](OC)N(C)C.NN.[C:51](O)(=O)C. (3) Reactant: [I:1][C:2]1[CH:3]=[N:4][NH:5][CH:6]=1.C(=O)([O-])[O-].[Cs+].[Cs+].[F:13][C:14]([F:18])([F:17])[CH2:15]I. Product: [I:1][C:2]1[CH:3]=[N:4][N:5]([CH2:15][C:14]([F:18])([F:17])[F:13])[CH:6]=1. The catalyst class is: 3. (4) Reactant: Cl.[NH:2]1[CH2:7][CH2:6][CH:5]([C:8]2[N:13]=[C:12]([N:14]3[CH2:19][CH2:18][CH2:17][CH2:16][CH2:15]3)[N:11]=[C:10]([OH:20])[CH:9]=2)[CH2:4][CH2:3]1.[OH:21][C:22]1[CH:23]=[C:24]([CH:27]=[CH:28][C:29]=1[O:30][CH3:31])[CH:25]=O.C(N(CC)CC)C.C(O[BH-](OC(=O)C)OC(=O)C)(=O)C.[Na+]. Product: [OH:21][C:22]1[CH:23]=[C:24]([CH:27]=[CH:28][C:29]=1[O:30][CH3:31])[CH2:25][N:2]1[CH2:7][CH2:6][CH:5]([C:8]2[N:13]=[C:12]([N:14]3[CH2:15][CH2:16][CH2:17][CH2:18][CH2:19]3)[N:11]=[C:10]([OH:20])[CH:9]=2)[CH2:4][CH2:3]1. The catalyst class is: 676. (5) Reactant: [Br:1][C:2]1[C:10]2[NH:9][CH:8]=[N:7][C:6]=2[CH:5]=[CH:4][C:3]=1[NH2:11]. Product: [Br:1][C:2]1[C:10]2[NH:9][CH:8]=[N:7][C:6]=2[CH:5]=[CH:4][C:3]=1[NH:11][C:8]1[NH:9][CH2:10][CH2:6][N:7]=1. The catalyst class is: 619.